Dataset: NCI-60 drug combinations with 297,098 pairs across 59 cell lines. Task: Regression. Given two drug SMILES strings and cell line genomic features, predict the synergy score measuring deviation from expected non-interaction effect. (1) Drug 1: CC1=C2C(C(=O)C3(C(CC4C(C3C(C(C2(C)C)(CC1OC(=O)C(C(C5=CC=CC=C5)NC(=O)OC(C)(C)C)O)O)OC(=O)C6=CC=CC=C6)(CO4)OC(=O)C)O)C)O. Drug 2: C1CCC(C(C1)N)N.C(=O)(C(=O)[O-])[O-].[Pt+4]. Cell line: NCI-H460. Synergy scores: CSS=62.1, Synergy_ZIP=3.11, Synergy_Bliss=1.16, Synergy_Loewe=2.50, Synergy_HSA=3.74. (2) Drug 1: CC1C(C(CC(O1)OC2CC(CC3=C2C(=C4C(=C3O)C(=O)C5=C(C4=O)C(=CC=C5)OC)O)(C(=O)C)O)N)O.Cl. Drug 2: CC=C1C(=O)NC(C(=O)OC2CC(=O)NC(C(=O)NC(CSSCCC=C2)C(=O)N1)C(C)C)C(C)C. Cell line: HCT-15. Synergy scores: CSS=22.9, Synergy_ZIP=-2.64, Synergy_Bliss=4.17, Synergy_Loewe=2.25, Synergy_HSA=2.71. (3) Drug 1: COC1=C(C=C2C(=C1)N=CN=C2NC3=CC(=C(C=C3)F)Cl)OCCCN4CCOCC4. Drug 2: C1CN(CCN1C(=O)CCBr)C(=O)CCBr. Cell line: U251. Synergy scores: CSS=42.5, Synergy_ZIP=-7.57, Synergy_Bliss=1.94, Synergy_Loewe=4.61, Synergy_HSA=5.35. (4) Drug 1: CC1OCC2C(O1)C(C(C(O2)OC3C4COC(=O)C4C(C5=CC6=C(C=C35)OCO6)C7=CC(=C(C(=C7)OC)O)OC)O)O. Drug 2: C1=CN(C(=O)N=C1N)C2C(C(C(O2)CO)O)O.Cl. Cell line: HCT-15. Synergy scores: CSS=56.2, Synergy_ZIP=-0.969, Synergy_Bliss=-0.242, Synergy_Loewe=0.777, Synergy_HSA=2.64.